Dataset: Peptide-MHC class I binding affinity with 185,985 pairs from IEDB/IMGT. Task: Regression. Given a peptide amino acid sequence and an MHC pseudo amino acid sequence, predict their binding affinity value. This is MHC class I binding data. (1) The peptide sequence is FMAYTTSHI. The MHC is HLA-B15:03 with pseudo-sequence HLA-B15:03. The binding affinity (normalized) is 0.813. (2) The peptide sequence is ADIENEEKI. The MHC is H-2-Db with pseudo-sequence H-2-Db. The binding affinity (normalized) is 0.213.